Dataset: Full USPTO retrosynthesis dataset with 1.9M reactions from patents (1976-2016). Task: Predict the reactants needed to synthesize the given product. Given the product [CH3:26][C@@H:21]1[CH2:22][CH2:23][C@@H:24]([CH3:25])[N:20]1[C:18]([C:15]1[CH:16]=[CH:17][C:12]([C:9]2[CH:10]=[CH:11][C:6]([O:5][CH2:4][CH2:3][CH2:2][N:31]3[CH2:32][CH2:33][CH:28]([CH3:27])[CH2:29][CH2:30]3)=[CH:7][CH:8]=2)=[CH:13][CH:14]=1)=[O:19], predict the reactants needed to synthesize it. The reactants are: Cl[CH2:2][CH2:3][CH2:4][O:5][C:6]1[CH:11]=[CH:10][C:9]([C:12]2[CH:17]=[CH:16][C:15]([C:18]([N:20]3[C@H:24]([CH3:25])[CH2:23][CH2:22][C@H:21]3[CH3:26])=[O:19])=[CH:14][CH:13]=2)=[CH:8][CH:7]=1.[CH3:27][CH:28]1[CH2:33][CH2:32][NH:31][CH2:30][CH2:29]1.